This data is from Reaction yield outcomes from USPTO patents with 853,638 reactions. The task is: Predict the reaction yield, written as a fraction of the theoretical maximum amount of product (1.0 means a 100% yield; for example, 0.34 means a 34% yield). (1) The reactants are [CH3:1][O:2][C:3]([CH:5]1[CH2:9][C:8]2([S:14][CH2:13][CH2:12][CH2:11][S:10]2)[CH2:7][N:6]1[C:15](=[O:29])[CH:16]([NH:21]C(OC(C)(C)C)=O)[C:17]([CH3:20])([CH3:19])[CH3:18])=[O:4].Cl.O1CCOCC1. The catalyst is O1CCOCC1. The product is [CH3:1][O:2][C:3]([CH:5]1[CH2:9][C:8]2([S:10][CH2:11][CH2:12][CH2:13][S:14]2)[CH2:7][N:6]1[C:15](=[O:29])[CH:16]([NH2:21])[C:17]([CH3:18])([CH3:19])[CH3:20])=[O:4]. The yield is 1.00. (2) The reactants are [F:1][C:2]1[CH:7]=[CH:6][C:5]([C:8]2[C:9]([N:14]3[CH2:19][CH2:18][N:17]([CH2:20][C:21]4[CH:22]=[N:23][NH:24][CH:25]=4)[CH2:16][CH2:15]3)=[N:10][CH:11]=[CH:12][N:13]=2)=[CH:4][CH:3]=1.[OH-].[Na+].[ClH:28].[Cl:29][CH2:30][CH2:31][NH:32][CH3:33].[Cl-].[NH4+]. The catalyst is C(#N)C.S(=O)(=O)(O)[O-].C([N+](CCCC)(CCCC)CCCC)CCC.CO. The product is [ClH:29].[ClH:28].[F:1][C:2]1[CH:7]=[CH:6][C:5]([C:8]2[C:9]([N:14]3[CH2:19][CH2:18][N:17]([CH2:20][C:21]4[CH:25]=[N:24][N:23]([CH2:30][CH2:31][NH:32][CH3:33])[CH:22]=4)[CH2:16][CH2:15]3)=[N:10][CH:11]=[CH:12][N:13]=2)=[CH:4][CH:3]=1. The yield is 0.230. (3) The reactants are [CH3:1][O:2][C:3](=[O:17])[C:4]1[CH:9]=[CH:8][C:7]([C:10]([F:13])([F:12])[CH3:11])=[CH:6][C:5]=1[N+:14]([O-])=O. The catalyst is CO.CCO.[Ni]. The product is [CH3:1][O:2][C:3](=[O:17])[C:4]1[CH:9]=[CH:8][C:7]([C:10]([F:12])([F:13])[CH3:11])=[CH:6][C:5]=1[NH2:14]. The yield is 0.920. (4) The reactants are [NH2:1][C:2]1[C:3]([CH:22]2[CH2:24][CH2:23]2)=[CH:4][C:5]2[C:9]([CH:10]=1)=[N:8][N:7]([C:11]1[CH:16]=[CH:15][C:14]([CH3:17])=[CH:13][N:12]=1)[C:6]=2[C:18]([NH:20][CH3:21])=[O:19].CCN(C(C)C)C(C)C.[CH3:34][S:35](Cl)(=[O:37])=[O:36].[OH-].[K+].Cl. The catalyst is C(Cl)Cl.CCO.O1CCOCC1. The product is [CH:22]1([C:3]2[C:2]([NH:1][S:35]([CH3:34])(=[O:37])=[O:36])=[CH:10][C:9]3[C:5](=[C:6]([C:18]([NH:20][CH3:21])=[O:19])[N:7]([C:11]4[CH:16]=[CH:15][C:14]([CH3:17])=[CH:13][N:12]=4)[N:8]=3)[CH:4]=2)[CH2:24][CH2:23]1. The yield is 0.720. (5) The reactants are [N:1]([O-:3])=O.[Na+].[CH3:5][O:6][CH2:7][CH2:8][O:9][CH2:10][CH2:11][O:12][C:13]1[N:18]=[C:17]([NH2:19])[N:16]=[C:15]([NH2:20])[CH:14]=1. The catalyst is O.C(O)(=O)C. The product is [CH3:5][O:6][CH2:7][CH2:8][O:9][CH2:10][CH2:11][O:12][C:13]1[N:18]=[C:17]([NH2:19])[N:16]=[C:15]([NH2:20])[C:14]=1[N:1]=[O:3]. The yield is 0.450. (6) The reactants are [NH:1]([C:71]([CH3:73])=[O:72])[C@H:2]([C:18]([NH:20][C@H:21]([C:26]([N:28]1[CH2:70][CH2:69][CH2:68][C@H:29]1[C:30]([NH:32][C@H:33]([C:58]([N:60]1[CH2:67][CH2:66][CH2:65][C@H:61]1[C:62]([OH:64])=O)=[O:59])[CH2:34][CH2:35][CH2:36][NH:37][C:38](=[NH:57])[NH:39][S:40]([C:43]1[C:55]([CH3:56])=[C:54]2[C:48]([O:49][C:50]([CH2:53]2)([CH3:52])[CH3:51])=[C:46]([CH3:47])[C:44]=1[CH3:45])(=[O:42])=[O:41])=[O:31])=[O:27])[CH2:22][CH:23]([CH3:25])[CH3:24])=[O:19])[CH2:3][C:4]1[CH:9]=[CH:8][C:7]([O:10][CH2:11]C2C=CC=CC=2)=[CH:6][CH:5]=1.[C:74]1([CH2:80][CH2:81][CH2:82][NH2:83])[CH:79]=[CH:78][CH:77]=[CH:76][CH:75]=1.F[P-](F)(F)(F)(F)F.N1(O[P+](N(C)C)(N(C)C)N(C)C)[C:95]2[CH:96]=[CH:97][CH:98]=[CH:99][C:94]=2N=N1.CCN(C(C)C)C(C)C. The catalyst is CN(C=O)C. The product is [NH:1]([C:71]([CH3:73])=[O:72])[C@H:2]([C:18]([NH:20][C@H:21]([C:26]([N:28]1[CH2:70][CH2:69][CH2:68][C@H:29]1[C:30]([NH:32][C@H:33]([C:58]([N:60]1[CH2:67][CH2:66][CH2:65][C@H:61]1[C:62]([NH:83][CH2:82][CH2:81][CH2:80][C:74]1[CH:79]=[CH:78][CH:77]=[CH:76][CH:75]=1)=[O:64])=[O:59])[CH2:34][CH2:35][CH2:36][NH:37][C:38](=[NH:57])[NH:39][S:40]([C:43]1[C:55]([CH3:56])=[C:54]2[C:48]([O:49][C:50]([CH2:53]2)([CH3:51])[CH3:52])=[C:46]([CH3:47])[C:44]=1[CH3:45])(=[O:42])=[O:41])=[O:31])=[O:27])[CH2:22][CH:23]([CH3:24])[CH3:25])=[O:19])[CH2:3][C:4]1[CH:9]=[CH:8][C:7]([O:10][CH2:11][C:94]2[CH:99]=[CH:98][CH:97]=[CH:96][CH:95]=2)=[CH:6][CH:5]=1. The yield is 0.920. (7) The yield is 0.720. The product is [OH:7][C:8]1[CH:22]=[CH:21][CH:20]=[CH:19][C:9]=1[CH:10]=[CH:44][C:41]1[CH:40]=[CH:39][C:38]([N:29]([C:30]2[CH:37]=[CH:36][C:33]([CH3:34])=[CH:32][CH:31]=2)[C:26]2[CH:27]=[CH:28][C:23]([CH3:45])=[CH:24][CH:25]=2)=[CH:43][CH:42]=1. The catalyst is O1CCCC1.O. The reactants are [K].CC(C)([O-])C.[OH:7][C:8]1[CH:22]=[CH:21][CH:20]=[CH:19][C:9]=1[CH2:10]P(=O)(OCC)OCC.[C:23]1([CH3:45])[CH:28]=[CH:27][C:26]([N:29]([C:38]2[CH:43]=[CH:42][C:41]([CH3:44])=[CH:40][CH:39]=2)[C:30]2[CH:37]=[CH:36][C:33]([CH:34]=O)=[CH:32][CH:31]=2)=[CH:25][CH:24]=1.Cl. (8) The reactants are OC1C=CC=C[N+]=1[O-].[NH:9]1[C:13](=[O:14])[CH2:12][CH2:11][C@H:10]1[C:15]([OH:17])=O.[NH2:18][CH:19]1[CH2:24][CH2:23][N:22]([C:25]([O:27][CH2:28][C:29]2[CH:34]=[CH:33][CH:32]=[CH:31][CH:30]=2)=[O:26])[CH2:21][CH2:20]1.Cl.CN(C)CCCN=C=NCC.Cl.[C:48](O[C:48]([O:50][C:51]([CH3:54])([CH3:53])[CH3:52])=[O:49])([O:50][C:51]([CH3:54])([CH3:53])[CH3:52])=[O:49]. The product is [C:51]([O:50][C:48]([N:9]1[C:13](=[O:14])[CH2:12][CH2:11][C@H:10]1[C:15]([NH:18][CH:19]1[CH2:20][CH2:21][N:22]([C:25]([O:27][CH2:28][C:29]2[CH:34]=[CH:33][CH:32]=[CH:31][CH:30]=2)=[O:26])[CH2:23][CH2:24]1)=[O:17])=[O:49])([CH3:54])([CH3:53])[CH3:52]. The catalyst is CN(C)C1C=CN=CC=1.ClCCl. The yield is 0.820. (9) The reactants are [F:1][C:2]([F:20])([F:19])[CH2:3][C:4]1[NH:5][C:6]2[C:11]([CH:12]=1)=[C:10]([C:13]([F:16])([F:15])[F:14])[C:9]([C:17]#[N:18])=[CH:8][CH:7]=2.C([O-])([O-])=O.[Cs+].[Cs+].Br[CH2:28][C:29]([NH2:31])=[O:30].CC#N. The catalyst is CCOC(C)=O. The product is [C:17]([C:9]1[C:10]([C:13]([F:16])([F:15])[F:14])=[C:11]2[C:6](=[CH:7][CH:8]=1)[N:5]([CH2:28][C:29]([NH2:31])=[O:30])[C:4]([CH2:3][C:2]([F:1])([F:19])[F:20])=[CH:12]2)#[N:18]. The yield is 0.280.